Dataset: Forward reaction prediction with 1.9M reactions from USPTO patents (1976-2016). Task: Predict the product of the given reaction. (1) The product is: [CH3:32][O:30][C:28](=[O:29])[CH2:27][S:26][C:22]1[CH:23]=[CH:24][CH:25]=[C:20]([CH2:19][N:3]([C:4]([O:6][C:7]([CH3:8])([CH3:9])[CH3:10])=[O:5])[C:11]([O:13][C:14]([CH3:17])([CH3:16])[CH3:15])=[O:12])[CH:21]=1. Given the reactants [H-].[Na+].[NH:3]([C:11]([O:13][C:14]([CH3:17])([CH3:16])[CH3:15])=[O:12])[C:4]([O:6][C:7]([CH3:10])([CH3:9])[CH3:8])=[O:5].Cl[CH2:19][C:20]1[CH:21]=[C:22]([S:26][CH2:27][C:28]([OH:30])=[O:29])[CH:23]=[CH:24][CH:25]=1.O.[CH3:32]N(C)C=O, predict the reaction product. (2) Given the reactants [CH3:1][N:2]1[CH:6]=[C:5]([C:7]([OH:9])=O)[N:4]=[CH:3]1.O.ON1C2C=CC=CC=2N=N1.Cl.CN(C)CCCN=C=NCC.[Br:33][C:34]1[CH:39]=[C:38]([CH2:40][NH:41][CH:42]([CH3:44])[CH3:43])[CH:37]=[CH:36][N:35]=1, predict the reaction product. The product is: [Br:33][C:34]1[CH:39]=[C:38]([CH2:40][N:41]([CH:42]([CH3:44])[CH3:43])[C:7]([C:5]2[N:4]=[CH:3][N:2]([CH3:1])[CH:6]=2)=[O:9])[CH:37]=[CH:36][N:35]=1. (3) Given the reactants [NH2:1][C:2]1[N:10]=[CH:9][CH:8]=[CH:7][C:3]=1[C:4]([OH:6])=O.ON1C2C=CC=CC=2N=N1.CCN=C=NCCCN(C)C.[Cl:32][C:33]1[C:47]([CH3:48])=[CH:46][C:36]([O:37][C:38]2[CH:45]=[CH:44][C:41]([CH2:42][NH2:43])=[CH:40][CH:39]=2)=[CH:35][C:34]=1[CH3:49].C(=O)(O)[O-].[Na+], predict the reaction product. The product is: [Cl:32][C:33]1[C:47]([CH3:48])=[CH:46][C:36]([O:37][C:38]2[CH:39]=[CH:40][C:41]([CH2:42][NH:43][C:4](=[O:6])[C:3]3[CH:7]=[CH:8][CH:9]=[N:10][C:2]=3[NH2:1])=[CH:44][CH:45]=2)=[CH:35][C:34]=1[CH3:49]. (4) The product is: [CH3:15][O:14][C:12](=[O:13])[CH2:11][C:8]1[CH:9]=[CH:10][C:4]2[O:3][C:2]([B:25]([OH:26])[OH:24])=[CH:6][C:5]=2[CH:7]=1. Given the reactants Br[C:2]1[O:3][C:4]2[CH:10]=[CH:9][C:8]([CH2:11][C:12]([O:14][CH3:15])=[O:13])=[CH:7][C:5]=2[CH:6]=1.C([Mg]Cl)(C)C.C([O:24][B:25](OC(C)C)[O:26]C(C)C)(C)C.O, predict the reaction product. (5) Given the reactants [I:1][C:2]1[CH:10]=[CH:9][C:5]([C:6](Cl)=[O:7])=[CH:4][CH:3]=1.[SH:11][C:12]1[CH:17]=[CH:16][CH:15]=[CH:14][N:13]=1, predict the reaction product. The product is: [I:1][C:2]1[CH:10]=[CH:9][C:5]([C:6](=[O:7])[S:11][C:12]2[CH:17]=[CH:16][CH:15]=[CH:14][N:13]=2)=[CH:4][CH:3]=1. (6) Given the reactants [CH3:1][C:2]1[CH:10]=[CH:9][CH:8]=[C:7]([N+:11]([O-:13])=[O:12])[C:3]=1[C:4]([OH:6])=O.S(Cl)(Cl)=O.[NH2:18][C:19]1[CH:24]=[CH:23][C:22]([C:25]([F:28])([F:27])[F:26])=[CH:21][C:20]=1[CH3:29].C(N(CC)CC)C, predict the reaction product. The product is: [CH3:1][C:2]1[CH:10]=[CH:9][CH:8]=[C:7]([N+:11]([O-:13])=[O:12])[C:3]=1[C:4]([NH:18][C:19]1[CH:24]=[CH:23][C:22]([C:25]([F:26])([F:27])[F:28])=[CH:21][C:20]=1[CH3:29])=[O:6].